This data is from Catalyst prediction with 721,799 reactions and 888 catalyst types from USPTO. The task is: Predict which catalyst facilitates the given reaction. (1) The catalyst class is: 26. Product: [F:28][C:29]([F:34])([F:33])[C:30]([OH:32])=[O:31].[OH:1][C:2]1([CH2:15][N:16]2[C:25](=[O:26])[C:24]3[C:19](=[C:20]([CH3:27])[CH:21]=[CH:22][CH:23]=3)[N:18]=[CH:17]2)[CH2:3][CH2:4][NH:5][CH2:6][CH2:7]1. Reactant: [OH:1][C:2]1([CH2:15][N:16]2[C:25](=[O:26])[C:24]3[C:19](=[C:20]([CH3:27])[CH:21]=[CH:22][CH:23]=3)[N:18]=[CH:17]2)[CH2:7][CH2:6][N:5](C(OC(C)(C)C)=O)[CH2:4][CH2:3]1.[F:28][C:29]([F:34])([F:33])[C:30]([OH:32])=[O:31]. (2) Reactant: [C:1]([C:5]1[CH:41]=[CH:40][C:8]2[NH:9][C:10]([CH2:12][CH2:13][CH2:14][CH2:15][S:16]([CH2:19][C@@H:20]3[C@H:24]4[O:25]C(C)(C)[O:27][C@H:23]4[C@H:22]([N:30]4[CH:38]=[N:37][C:36]5[C:31]4=[N:32][CH:33]=[N:34][C:35]=5[NH2:39])[O:21]3)(=[O:18])=[O:17])=[N:11][C:7]=2[CH:6]=1)([CH3:4])([CH3:3])[CH3:2]. The catalyst class is: 484. Product: [NH2:39][C:35]1[N:34]=[CH:33][N:32]=[C:31]2[C:36]=1[N:37]=[CH:38][N:30]2[C@H:22]1[C@H:23]([OH:27])[C@H:24]([OH:25])[C@@H:20]([CH2:19][S:16]([CH2:15][CH2:14][CH2:13][CH2:12][C:10]2[NH:9][C:8]3[CH:40]=[CH:41][C:5]([C:1]([CH3:4])([CH3:3])[CH3:2])=[CH:6][C:7]=3[N:11]=2)(=[O:18])=[O:17])[O:21]1. (3) Reactant: [C:1](Cl)(=[O:5])[CH:2]([CH3:4])[CH3:3].C(N(CC)CC)C.[Cl:14][C:15]1[CH:20]=[CH:19][C:18]([CH:21]2[CH:25]([C:26]3[CH:31]=[CH:30][C:29]([Cl:32])=[CH:28][CH:27]=3)[NH:24][C:23]([C:33]3[CH:38]=[CH:37][C:36]([O:39][CH3:40])=[CH:35][C:34]=3[O:41][CH3:42])=[N:22]2)=[CH:17][CH:16]=1. Product: [Cl:14][C:15]1[CH:16]=[CH:17][C:18]([CH:21]2[CH:25]([C:26]3[CH:27]=[CH:28][C:29]([Cl:32])=[CH:30][CH:31]=3)[N:24]([C:1](=[O:5])[CH:2]([CH3:4])[CH3:3])[C:23]([C:33]3[CH:38]=[CH:37][C:36]([O:39][CH3:40])=[CH:35][C:34]=3[O:41][CH3:42])=[N:22]2)=[CH:19][CH:20]=1. The catalyst class is: 2. (4) Reactant: [CH2:1]([C:4]1[CH:9]=[CH:8][CH:7]=[CH:6][C:5]=1[CH2:10][C:11]([O:13]C)=[O:12])[CH:2]=[CH2:3].[OH-].[Li+]. Product: [CH2:1]([C:4]1[CH:9]=[CH:8][CH:7]=[CH:6][C:5]=1[CH2:10][C:11]([OH:13])=[O:12])[CH:2]=[CH2:3]. The catalyst class is: 30. (5) Reactant: [NH2:1][CH2:2][CH2:3][CH2:4][NH:5][N:6]1[C:18]2[C:17]3[CH:16]=[CH:15][CH:14]=[CH:13][C:12]=3[N:11]=[C:10]([NH2:19])[C:9]=2[N:8]=[C:7]1[CH2:20][O:21][CH2:22][CH3:23].C(N(CC)CC)C.[C:31](Cl)(=[O:33])[CH3:32]. Product: [NH2:19][C:10]1[C:9]2[N:8]=[C:7]([CH2:20][O:21][CH2:22][CH3:23])[N:6]([NH:5][CH2:4][CH2:3][CH2:2][NH:1][C:31](=[O:33])[CH3:32])[C:18]=2[C:17]2[CH:16]=[CH:15][CH:14]=[CH:13][C:12]=2[N:11]=1. The catalyst class is: 2. (6) Reactant: C(=O)([O-])[O-].[K+].[K+].CS([O:11][CH:12]1[CH2:21][CH2:20][C:15]2([O:19][CH2:18][CH2:17][O:16]2)[CH2:14][CH2:13]1)(=O)=O.[Cl:22][C:23]1[C:24]([F:43])=[C:25]([NH:29][C:30]2[C:39]3[C:34](=[CH:35][C:36]([O:41][CH3:42])=[C:37](O)[CH:38]=3)[N:33]=[CH:32][N:31]=2)[CH:26]=[CH:27][CH:28]=1. Product: [Cl:22][C:23]1[C:24]([F:43])=[C:25]([NH:29][C:30]2[C:39]3[C:34](=[CH:35][C:36]([O:41][CH3:42])=[C:37]([O:11][CH:12]4[CH2:21][CH2:20][C:15]5([O:19][CH2:18][CH2:17][O:16]5)[CH2:14][CH2:13]4)[CH:38]=3)[N:33]=[CH:32][N:31]=2)[CH:26]=[CH:27][CH:28]=1. The catalyst class is: 255. (7) Reactant: C([O:3][C:4](=[O:24])[C:5]([O:15][C:16]1[CH:21]=[CH:20][C:19]([F:22])=[C:18]([F:23])[CH:17]=1)([CH3:14])[CH2:6][C:7]1[CH:12]=[CH:11][C:10]([OH:13])=[CH:9][CH:8]=1)C.[CH3:25][C:26]1[O:30][C:29]([C:31]2[CH:36]=[CH:35][C:34]([C:37]3[CH:42]=[CH:41][CH:40]=[CH:39][CH:38]=3)=[CH:33][CH:32]=2)=[N:28][C:27]=1[CH2:43][CH2:44]OS(C1C=CC(C)=CC=1)(=O)=O.C([O-])([O-])=O.[K+].[K+].[OH-].[Na+]. Product: [C:34]1([C:37]2[CH:38]=[CH:39][CH:40]=[CH:41][CH:42]=2)[CH:35]=[CH:36][C:31]([C:29]2[O:30][C:26]([CH3:25])=[C:27]([CH2:43][CH2:44][O:13][C:10]3[CH:11]=[CH:12][C:7]([CH2:6][C:5]([O:15][C:16]4[CH:21]=[CH:20][C:19]([F:22])=[C:18]([F:23])[CH:17]=4)([CH3:14])[C:4]([OH:3])=[O:24])=[CH:8][CH:9]=3)[N:28]=2)=[CH:32][CH:33]=1. The catalyst class is: 8. (8) Product: [N+:1](/[C:3](/[C:19](/[N+:35]#[C-:36])=[CH:20]/[C:21]1[CH:22]=[CH:23][C:24]([OH:27])=[CH:25][CH:26]=1)=[CH:4]\[C:5]1[CH:6]=[CH:7][C:8]([OH:11])=[CH:9][CH:10]=1)#[C-:2]. The catalyst class is: 7. Reactant: [N+:1](/[C:3](/[C:19](/[N+:35]#[C-:36])=[CH:20]/[C:21]1[CH:26]=[CH:25][C:24]([O:27][Si](C(C)(C)C)(C)C)=[CH:23][CH:22]=1)=[CH:4]\[C:5]1[CH:10]=[CH:9][C:8]([O:11][Si](C(C)(C)C)(C)C)=[CH:7][CH:6]=1)#[C-:2].C(O)(=O)C.[F-].C([N+](CCCC)(CCCC)CCCC)CCC.O1CCCC1.